Task: Predict the reactants needed to synthesize the given product.. Dataset: Full USPTO retrosynthesis dataset with 1.9M reactions from patents (1976-2016) (1) Given the product [F:14][C:2]([F:1])([F:13])[CH:3]1[C:12]2[C:7](=[CH:8][CH:9]=[CH:10][CH:11]=2)[N:6]([CH:16]([CH3:22])[C:17]([O:19][CH2:20][CH3:21])=[O:18])[CH2:5][CH2:4]1, predict the reactants needed to synthesize it. The reactants are: [F:1][C:2]([F:14])([F:13])[CH:3]1[C:12]2[C:7](=[CH:8][CH:9]=[CH:10][CH:11]=2)[NH:6][CH2:5][CH2:4]1.Br[CH:16]([CH3:22])[C:17]([O:19][CH2:20][CH3:21])=[O:18].CCN(C(C)C)C(C)C. (2) Given the product [CH2:13]([O:20][C:21]1[CH:22]=[CH:23][C:24]([C:27]2[O:31][C:30]([C:32]([N:45]3[CH2:51][CH2:52][CH2:53][CH2:48][CH2:49]3)=[O:34])=[N:29][C:28]=2[C:35]2[CH:40]=[CH:39][C:38]([O:41][CH3:42])=[CH:37][CH:36]=2)=[CH:25][CH:26]=1)[C:14]1[CH:15]=[CH:16][CH:17]=[CH:18][CH:19]=1, predict the reactants needed to synthesize it. The reactants are: Cl.CN(C)CCCN=C=NCC.[CH2:13]([O:20][C:21]1[CH:26]=[CH:25][C:24]([C:27]2[O:31][C:30]([C:32]([OH:34])=O)=[N:29][C:28]=2[C:35]2[CH:40]=[CH:39][C:38]([O:41][CH3:42])=[CH:37][CH:36]=2)=[CH:23][CH:22]=1)[C:14]1[CH:19]=[CH:18][CH:17]=[CH:16][CH:15]=1.O.O[N:45]1[C:49]2C=[CH:51][CH:52]=[CH:53][C:48]=2N=N1.N1CCCCC1. (3) The reactants are: [CH2:1]([N:5]([C:34]([NH:36][CH2:37][C:38]([O:40]CC)=[O:39])=[O:35])[C:6]1[CH:11]=[CH:10][C:9]([N:12]2[CH2:17][CH2:16][CH:15]([NH:18][CH2:19][C@H:20]([OH:33])[C:21]3[CH:26]=[CH:25][C:24]([OH:27])=[C:23]([NH:28][S:29]([CH3:32])(=[O:31])=[O:30])[CH:22]=3)[CH2:14][CH2:13]2)=[CH:8][CH:7]=1)[CH2:2][CH2:3][CH3:4].[OH-].[Na+]. Given the product [CH2:1]([N:5]([C:34]([NH:36][CH2:37][C:38]([OH:40])=[O:39])=[O:35])[C:6]1[CH:7]=[CH:8][C:9]([N:12]2[CH2:13][CH2:14][CH:15]([NH:18][CH2:19][C@H:20]([OH:33])[C:21]3[CH:26]=[CH:25][C:24]([OH:27])=[C:23]([NH:28][S:29]([CH3:32])(=[O:31])=[O:30])[CH:22]=3)[CH2:16][CH2:17]2)=[CH:10][CH:11]=1)[CH2:2][CH2:3][CH3:4], predict the reactants needed to synthesize it. (4) Given the product [CH3:1][O:2][C:3](=[O:16])[C@@H:4]([NH:8][C:9]([O:11][C:12]([CH3:15])([CH3:14])[CH3:13])=[O:10])[C@H:5]([NH:7][C:17]([O:19][CH2:20][CH:21]1[C:22]2[CH:23]=[CH:24][CH:25]=[CH:26][C:27]=2[C:28]2[C:33]1=[CH:32][CH:31]=[CH:30][CH:29]=2)=[O:18])[CH3:6], predict the reactants needed to synthesize it. The reactants are: [CH3:1][O:2][C:3](=[O:16])[C@@H:4]([NH:8][C:9]([O:11][C:12]([CH3:15])([CH3:14])[CH3:13])=[O:10])[C@H:5]([NH2:7])[CH3:6].[C:17](ON1C(=O)CCC1=O)([O:19][CH2:20][CH:21]1[C:33]2[C:28](=[CH:29][CH:30]=[CH:31][CH:32]=2)[C:27]2[C:22]1=[CH:23][CH:24]=[CH:25][CH:26]=2)=[O:18]. (5) Given the product [CH3:22][N:20]1[CH:21]=[C:17]([C:14]2[CH:15]=[C:16]3[C:8]([C:6]4[N:7]=[C:2]([N:29]5[CH2:34][CH2:33][CH2:32][CH:31]([OH:35])[CH2:30]5)[CH:3]=[CH:4][CH:5]=4)=[N:9][NH:10][C:11]3=[CH:12][N:13]=2)[CH:18]=[N:19]1, predict the reactants needed to synthesize it. The reactants are: F[C:2]1[N:7]=[C:6]([C:8]2[C:16]3[C:11](=[CH:12][N:13]=[C:14]([C:17]4[CH:18]=[N:19][N:20]([CH3:22])[CH:21]=4)[CH:15]=3)[N:10](C3CCCCO3)[N:9]=2)[CH:5]=[CH:4][CH:3]=1.[NH:29]1[CH2:34][CH2:33][CH2:32][CH:31]([OH:35])[CH2:30]1.